From a dataset of Forward reaction prediction with 1.9M reactions from USPTO patents (1976-2016). Predict the product of the given reaction. (1) Given the reactants [C:1]([O:5][C:6]([N:8]1[C:16]2[CH:15]=[C:14](Cl)[N:13]=[CH:12][C:11]=2[CH:10]=[C:9]1[C:18]1[CH:19]=[N:20][N:21]([C:23]([O:25][C:26]([CH3:29])([CH3:28])[CH3:27])=[O:24])[CH:22]=1)=[O:7])([CH3:4])([CH3:3])[CH3:2].[C:30]([N:33]1[CH2:38][CH2:37][N:36]([C:39]2[CH:45]=[CH:44][C:42]([NH2:43])=[CH:41][CH:40]=2)[CH2:35][CH2:34]1)(=[O:32])[CH3:31].C(OC(N1C=C(C2N(C(OC(C)(C)C)=O)C3C=C(NC4C=CC(C(=O)N(C)C)=CC=4)N=CC=3C=2)C=N1)=O)(C)(C)C, predict the reaction product. The product is: [C:30]([N:33]1[CH2:34][CH2:35][N:36]([C:39]2[CH:45]=[CH:44][C:42]([NH:43][C:14]3[N:13]=[CH:12][C:11]4[CH:10]=[C:9]([C:18]5[CH:19]=[N:20][N:21]([C:23]([O:25][C:26]([CH3:29])([CH3:28])[CH3:27])=[O:24])[CH:22]=5)[N:8]([C:6]([O:5][C:1]([CH3:4])([CH3:3])[CH3:2])=[O:7])[C:16]=4[CH:15]=3)=[CH:41][CH:40]=2)[CH2:37][CH2:38]1)(=[O:32])[CH3:31]. (2) Given the reactants [H-].[Na+].[NH2:3][C:4]1[CH:13]=[CH:12][C:11]2[C:10]([OH:14])=[CH:9][CH:8]=[CH:7][C:6]=2[CH:5]=1.Br[CH2:16][C:17]1[S:18][C:19]2[CH:25]=[CH:24][CH:23]=[CH:22][C:20]=2[N:21]=1, predict the reaction product. The product is: [NH2:3][C:4]1[CH:13]=[CH:12][C:11]2[C:6](=[CH:7][CH:8]=[CH:9][C:10]=2[O:14][CH2:16][C:17]2[S:18][C:19]3[CH:25]=[CH:24][CH:23]=[CH:22][C:20]=3[N:21]=2)[CH:5]=1.